This data is from Forward reaction prediction with 1.9M reactions from USPTO patents (1976-2016). The task is: Predict the product of the given reaction. The product is: [CH3:1][C@:2]1([NH:21][C:22]2[CH:27]=[N:26][C:25]([C:28]([F:29])([F:30])[F:31])=[CH:24][N:23]=2)[CH2:6][CH2:5][CH2:4][C@@H:3]1[NH:7][C:8](=[O:9])[C:10]1[CH:32]=[CH:12][CH:13]=[CH:14][C:15]=1[N:16]1[N:20]=[CH:19][CH:18]=[N:17]1. Given the reactants [CH3:1][C@:2]1([NH:21][C:22]2[CH:27]=[N:26][C:25]([C:28]([F:31])([F:30])[F:29])=[CH:24][N:23]=2)[CH2:6][CH2:5][CH2:4][C@@H:3]1[NH:7][C:8]([C:10]1[C:15]([N:16]2[N:20]=[CH:19][CH:18]=[N:17]2)=[CH:14][CH:13]=[CH:12]N=1)=[O:9].[CH3:32][C@]1(NC2C=NC(C(F)(F)F)=CN=2)CCC[C@@H]1N.N1N(C2C=CC=CC=2C(O)=O)N=CC=1, predict the reaction product.